From a dataset of Full USPTO retrosynthesis dataset with 1.9M reactions from patents (1976-2016). Predict the reactants needed to synthesize the given product. (1) Given the product [N+:28]([C:31]1[CH:32]=[CH:33][C:34]([CH2:35][NH:36][C:13]([CH:9]2[N:8]([C:6]([O:5][C:1]([CH3:2])([CH3:3])[CH3:4])=[O:7])[CH2:12][CH2:11][S:10]2)=[O:15])=[CH:37][CH:38]=1)([O-:30])=[O:29], predict the reactants needed to synthesize it. The reactants are: [C:1]([O:5][C:6]([N:8]1[CH2:12][CH2:11][S:10][CH:9]1[C:13]([OH:15])=O)=[O:7])([CH3:4])([CH3:3])[CH3:2].C(N1C=CN=C1)(N1C=CN=C1)=O.[N+:28]([C:31]1[CH:38]=[CH:37][C:34]([CH2:35][NH2:36])=[CH:33][CH:32]=1)([O-:30])=[O:29].C(N(CC)CC)C. (2) Given the product [NH:1]([C:2]1[CH:3]=[CH:4][C:5]([C:6]([O:8][CH3:9])=[O:7])=[CH:10][CH:11]=1)[NH2:12], predict the reactants needed to synthesize it. The reactants are: [NH2:1][C:2]1[CH:11]=[CH:10][C:5]([C:6]([O:8][CH3:9])=[O:7])=[CH:4][CH:3]=1.[N:12]([O-])=O.[Na+].[Sn](Cl)(Cl)(Cl)Cl. (3) Given the product [CH:26]([O:25][C:19]1[C:20]([CH3:24])=[CH:21][CH:22]=[CH:23][C:18]=1[C:17]([NH:16][C:6]1([C:4]([OH:5])=[O:3])[CH2:7][C:8]2=[C:12]([CH3:13])[S:11][C:10]([CH3:14])=[C:9]2[CH2:15]1)=[O:29])([CH3:28])[CH3:27], predict the reactants needed to synthesize it. The reactants are: C([O:3][C:4]([C:6]1([NH:16][C:17](=[O:29])[C:18]2[CH:23]=[CH:22][CH:21]=[C:20]([CH3:24])[C:19]=2[O:25][CH:26]([CH3:28])[CH3:27])[CH2:15][C:9]2=[C:10]([CH3:14])[S:11][C:12]([CH3:13])=[C:8]2[CH2:7]1)=[O:5])C.[OH-].[K+].O. (4) Given the product [NH2:12][C:6]1[C:7]([I:8])=[C:2]([Cl:1])[N:3]=[C:4]([S:10][CH3:11])[N:5]=1, predict the reactants needed to synthesize it. The reactants are: [Cl:1][C:2]1[C:7]([I:8])=[C:6](Cl)[N:5]=[C:4]([S:10][CH3:11])[N:3]=1.[NH3:12].